Task: Predict the product of the given reaction.. Dataset: Forward reaction prediction with 1.9M reactions from USPTO patents (1976-2016) (1) Given the reactants C(OC(=O)[CH2:5][NH:6][NH:7][C:8](=[O:18])[C:9]1[CH:14]=[CH:13][C:12]([CH:15]([CH3:17])[CH3:16])=[CH:11][CH:10]=1)C.P(Cl)(Cl)(Cl)=[O:21], predict the reaction product. The product is: [CH:15]([C:12]1[CH:13]=[CH:14][C:9]([C:8]2[O:18][C:5](=[O:21])[NH:6][N:7]=2)=[CH:10][CH:11]=1)([CH3:17])[CH3:16]. (2) Given the reactants [NH2:1][C:2]1[CH:7]=[C:6]([Cl:8])[C:5]([CH3:9])=[CH:4][C:3]=1[NH:10][CH:11]1[CH2:16][CH2:15][N:14]([C@H:17]2[CH2:22][CH2:21][C@@H:20]([O:23][CH3:24])[CH2:19][CH2:18]2)[CH2:13][CH2:12]1.C(N(C(C)C)CC)(C)C.Cl[C:35](Cl)([O:37]C(=O)OC(Cl)(Cl)Cl)Cl.C([O-])(O)=O.[Na+], predict the reaction product. The product is: [ClH:8].[Cl:8][C:6]1[C:5]([CH3:9])=[CH:4][C:3]2[N:10]([CH:11]3[CH2:12][CH2:13][N:14]([C@H:17]4[CH2:22][CH2:21][C@@H:20]([O:23][CH3:24])[CH2:19][CH2:18]4)[CH2:15][CH2:16]3)[C:35](=[O:37])[NH:1][C:2]=2[CH:7]=1. (3) Given the reactants [Cl:1][C:2]1[CH:19]=[CH:18][C:5]([C:6]([NH:8][C:9]2[S:10][CH:11]=[C:12]([CH2:14][C:15]([OH:17])=O)[N:13]=2)=[O:7])=[CH:4][CH:3]=1.[N:20]1([C:25]([CH2:27][N:28]2[CH2:33][CH2:32][NH:31][CH2:30][CH2:29]2)=[O:26])[CH2:24][CH2:23][CH2:22][CH2:21]1, predict the reaction product. The product is: [Cl:1][C:2]1[CH:3]=[CH:4][C:5]([C:6]([NH:8][C:9]2[S:10][CH:11]=[C:12]([CH2:14][C:15](=[O:17])[N:31]3[CH2:30][CH2:29][N:28]([CH2:27][C:25](=[O:26])[N:20]4[CH2:21][CH2:22][CH2:23][CH2:24]4)[CH2:33][CH2:32]3)[N:13]=2)=[O:7])=[CH:18][CH:19]=1.